This data is from Full USPTO retrosynthesis dataset with 1.9M reactions from patents (1976-2016). The task is: Predict the reactants needed to synthesize the given product. Given the product [NH2:39][C:34](=[O:35])[CH2:33][CH2:32][NH:31][C:7]1[CH:8]=[C:9]([Cl:30])[CH:10]=[C:11]2[C:6]=1[NH:5][C:4]([C:1]([NH2:2])=[O:3])=[C:12]2[S:13]([N:16]1[CH2:21][CH2:20][O:19][C@H:18]([CH2:22][O:23][C:24]2[CH:25]=[CH:26][CH:27]=[CH:28][CH:29]=2)[CH2:17]1)(=[O:14])=[O:15], predict the reactants needed to synthesize it. The reactants are: [C:1]([C:4]1[NH:5][C:6]2[C:11]([C:12]=1[S:13]([N:16]1[CH2:21][CH2:20][O:19][C@H:18]([CH2:22][O:23][C:24]3[CH:29]=[CH:28][CH:27]=[CH:26][CH:25]=3)[CH2:17]1)(=[O:15])=[O:14])=[CH:10][C:9]([Cl:30])=[CH:8][C:7]=2[NH:31][CH2:32][CH2:33][C:34](OCC)=[O:35])(=[O:3])[NH2:2].[NH3:39].